This data is from Reaction yield outcomes from USPTO patents with 853,638 reactions. The task is: Predict the reaction yield, written as a fraction of the theoretical maximum amount of product (1.0 means a 100% yield; for example, 0.34 means a 34% yield). (1) The reactants are [CH:1]([C:4]1[CH:9]=[CH:8][C:7]([CH:10]2[C:14]3[C:15]([CH3:22])=[C:16]([NH2:21])[C:17]([CH3:20])=[C:18]([CH3:19])[C:13]=3[O:12][C:11]2([CH3:24])[CH3:23])=[CH:6][CH:5]=1)([CH3:3])[CH3:2].[S:25]1[CH:29]=[CH:28][CH:27]=[C:26]1[C:30](Cl)=[O:31]. The catalyst is C(OCC)(=O)C.CCCCCC. The product is [CH:1]([C:4]1[CH:9]=[CH:8][C:7]([CH:10]2[C:14]3[C:15]([CH3:22])=[C:16]([NH:21][C:30]([C:26]4[S:25][CH:29]=[CH:28][CH:27]=4)=[O:31])[C:17]([CH3:20])=[C:18]([CH3:19])[C:13]=3[O:12][C:11]2([CH3:24])[CH3:23])=[CH:6][CH:5]=1)([CH3:3])[CH3:2]. The yield is 0.660. (2) The reactants are [CH2:1]1[CH:5]2[CH2:6][NH:7][CH2:8][CH:4]2[CH2:3][N:2]1[C:9]([O:11][C:12]([CH3:15])([CH3:14])[CH3:13])=[O:10].Br[C:17]1[CH:18]=[C:19]([S:23]([C:26]2[CH:27]=[N:28][C:29]3[C:34]([CH:35]=2)=[CH:33][CH:32]=[CH:31][C:30]=3I)(=[O:25])=[O:24])[CH:20]=[CH:21][CH:22]=1. No catalyst specified. The product is [C:12]([O:11][C:9]([N:2]1[CH2:3][CH:4]2[CH2:8][N:7]([C:17]3[CH:18]=[C:19]([S:23]([C:26]4[CH:27]=[N:28][C:29]5[C:34]([CH:35]=4)=[CH:33][CH:32]=[CH:31][C:30]=5[N:7]4[CH2:6][CH:5]5[CH2:1][N:2]([C:9]([O:11][C:12]([CH3:15])([CH3:14])[CH3:13])=[O:10])[CH2:3][CH:4]5[CH2:8]4)(=[O:25])=[O:24])[CH:20]=[CH:21][CH:22]=3)[CH2:6][CH:5]2[CH2:1]1)=[O:10])([CH3:15])([CH3:14])[CH3:13]. The yield is 0.120. (3) The reactants are Cl[C:2]1[CH:3]=[CH:4][C:5]2[N:6]=[CH:7][N:8]3[C:16]4[CH:15]=[CH:14][C:13]([F:17])=[CH:12][C:11]=4[CH:10]=[C:9]3[C:18]=2[N:19]=1.[F:20][C:21]1[CH:26]=[CH:25][C:24]([C:27]2[O:28][C:29]3[CH:39]=[C:38]([N:40]([CH3:45])[S:41]([CH3:44])(=[O:43])=[O:42])[C:37](B4OC(C)(C)C(C)(C)O4)=[CH:36][C:30]=3[C:31]=2[C:32]([NH:34][CH3:35])=[O:33])=[CH:23][CH:22]=1.CC(C1C=C(C(C)C)C(C2C=CC=CC=2P(C2CCCCC2)C2CCCCC2)=C(C(C)C)C=1)C. The catalyst is O1CCOCC1.O.O.C1C=CC(/C=C/C(/C=C/C2C=CC=CC=2)=O)=CC=1.C1C=CC(/C=C/C(/C=C/C2C=CC=CC=2)=O)=CC=1.C1C=CC(/C=C/C(/C=C/C2C=CC=CC=2)=O)=CC=1.[Pd].[Pd]. The product is [F:20][C:21]1[CH:26]=[CH:25][C:24]([C:27]2[O:28][C:29]3[CH:39]=[C:38]([N:40]([CH3:45])[S:41]([CH3:44])(=[O:42])=[O:43])[C:37]([C:2]4[CH:3]=[CH:4][C:5]5[N:6]=[CH:7][N:8]6[C:16]7[CH:15]=[CH:14][C:13]([F:17])=[CH:12][C:11]=7[CH:10]=[C:9]6[C:18]=5[N:19]=4)=[CH:36][C:30]=3[C:31]=2[C:32]([NH:34][CH3:35])=[O:33])=[CH:23][CH:22]=1. The yield is 0.354. (4) The reactants are Cl[C:2]1[C:7]([CH3:8])=[CH:6][N:5]=[C:4]([NH2:9])[N:3]=1.[C:10]([O:14][C:15]([C:17]1[CH:22]=[CH:21][C:20](B(O)O)=[CH:19][CH:18]=1)=[O:16])([CH3:13])([CH3:12])[CH3:11].C([O-])([O-])=O.[Na+].[Na+]. No catalyst specified. The product is [NH2:9][C:4]1[N:3]=[C:2]([C:20]2[CH:21]=[CH:22][C:17]([C:15]([O:14][C:10]([CH3:11])([CH3:12])[CH3:13])=[O:16])=[CH:18][CH:19]=2)[C:7]([CH3:8])=[CH:6][N:5]=1. The yield is 0.500. (5) The reactants are [CH2:1]([N:3]([CH2:32][CH3:33])[C:4](=[O:31])[C:5]1[CH:10]=[CH:9][C:8]([C@@H:11]([N:21]2[CH2:26][CH2:25][N:24]([CH2:27][CH2:28][O:29][CH3:30])[CH2:23][CH2:22]2)[C:12]2[CH:17]=[CH:16][CH:15]=[C:14]([N+:18]([O-])=O)[CH:13]=2)=[CH:7][CH:6]=1)[CH3:2].C(O)C.O1CCCC1.O.[Cl-].[NH4+]. The catalyst is [Fe]. The product is [NH2:18][C:14]1[CH:13]=[C:12]([C@H:11]([N:21]2[CH2:26][CH2:25][N:24]([CH2:27][CH2:28][O:29][CH3:30])[CH2:23][CH2:22]2)[C:8]2[CH:9]=[CH:10][C:5]([C:4]([N:3]([CH2:1][CH3:2])[CH2:32][CH3:33])=[O:31])=[CH:6][CH:7]=2)[CH:17]=[CH:16][CH:15]=1. The yield is 0.740. (6) The reactants are [CH:1]1([C@H:6]([N:11]=[C:12]=[O:13])[C:7]([O:9][CH3:10])=[O:8])[CH2:5][CH2:4][CH2:3][CH2:2]1.[CH2:14]([C@@H:19]1[CH2:23][CH2:22][CH2:21][C@H:20]1[OH:24])[CH2:15][CH2:16][CH:17]=[CH2:18]. The catalyst is C1(C)C=CC=CC=1.CN(C1C=CN=CC=1)C.CCOC(C)=O.Cl. The product is [CH:1]1([C@H:6]([NH:11][C:12]([O:24][C@@H:20]2[CH2:21][CH2:22][CH2:23][C@H:19]2[CH2:14][CH2:15][CH2:16][CH:17]=[CH2:18])=[O:13])[C:7]([O:9][CH3:10])=[O:8])[CH2:2][CH2:3][CH2:4][CH2:5]1. The yield is 0.760. (7) The reactants are [OH:1][C:2]1[C:11]2[C:6](=[CH:7][CH:8]=[CH:9][CH:10]=2)[C:5]([NH:12][C:13](=[O:15])[CH3:14])=[CH:4][CH:3]=1.CC(C)([O-])C.[K+].[Cl:22][C:23]1[CH:28]=[N:27][CH:26]=[C:25](Cl)[N:24]=1. The catalyst is CN(C=O)C. The product is [Cl:22][C:23]1[N:24]=[C:25]([O:1][C:2]2[C:11]3[C:6](=[CH:7][CH:8]=[CH:9][CH:10]=3)[C:5]([NH:12][C:13](=[O:15])[CH3:14])=[CH:4][CH:3]=2)[CH:26]=[N:27][CH:28]=1. The yield is 0.680.